From a dataset of Catalyst prediction with 721,799 reactions and 888 catalyst types from USPTO. Predict which catalyst facilitates the given reaction. (1) Reactant: C(O[C:6]([N:8](C)[C:9]1[CH:14]=[C:13]([O:15]CC2C=CC(OC)=CC=2)[CH:12]=[CH:11][C:10]=1[NH:25][C:26](=O)[CH2:27][O:28][C:29]1[CH:30]=[C:31]([CH:36]=[CH:37][CH:38]=1)[C:32]([O:34][CH3:35])=[O:33])=O)(C)(C)C.[ClH:41].O1CCOCC1. Product: [ClH:41].[OH:15][C:13]1[CH:12]=[CH:11][C:10]2[N:25]=[C:26]([CH2:27][O:28][C:29]3[CH:30]=[C:31]([CH:36]=[CH:37][CH:38]=3)[C:32]([O:34][CH3:35])=[O:33])[N:8]([CH3:6])[C:9]=2[CH:14]=1. The catalyst class is: 12. (2) Reactant: [Cl:1][C:2]1[CH:27]=[CH:26][C:25]([Cl:28])=[CH:24][C:3]=1[O:4][C:5]1[C:10]([C:11]([N:13]2[C:22]3[C:17](=[CH:18][CH:19]=[CH:20][CH:21]=3)[NH:16][CH2:15][CH2:14]2)=[O:12])=[CH:9][C:8]([F:23])=[CH:7][N:6]=1.[H-].[Al+3].[Li+].[H-].[H-].[H-].[CH2:35]([O:37][C:38](=[O:42])[CH2:39][CH2:40]Br)[CH3:36]. Product: [CH2:35]([O:37][C:38](=[O:42])[CH2:39][CH2:40][N:16]1[C:17]2[C:22](=[CH:21][CH:20]=[CH:19][CH:18]=2)[N:13]([C:11]([C:10]2[C:5]([O:4][C:3]3[CH:24]=[C:25]([Cl:28])[CH:26]=[CH:27][C:2]=3[Cl:1])=[N:6][CH:7]=[C:8]([F:23])[CH:9]=2)=[O:12])[CH2:14][CH2:15]1)[CH3:36]. The catalyst class is: 3. (3) Reactant: [N+:1]([C:4]1[CH:9]=[CH:8][C:7]([CH2:10][N:11]2[CH:15]=[N:14][CH:13]=[N:12]2)=[CH:6][CH:5]=1)([O-])=O.CO. Product: [NH2:1][C:4]1[CH:9]=[CH:8][C:7]([CH2:10][N:11]2[CH:15]=[N:14][CH:13]=[N:12]2)=[CH:6][CH:5]=1. The catalyst class is: 769.